From a dataset of Full USPTO retrosynthesis dataset with 1.9M reactions from patents (1976-2016). Predict the reactants needed to synthesize the given product. The reactants are: [NH2:1][CH2:2][CH2:3][CH:4]([O:8][CH2:9][CH3:10])[O:5][CH2:6][CH3:7].C1C2C(COC([N:28]=[C:29]=[S:30])=O)C3C(=CC=CC=3)C=2C=CC=1.N1CCCCC1. Given the product [CH2:6]([O:5][CH:4]([O:8][CH2:9][CH3:10])[CH2:3][CH2:2][NH:1][C:29]([NH2:28])=[S:30])[CH3:7], predict the reactants needed to synthesize it.